This data is from Catalyst prediction with 721,799 reactions and 888 catalyst types from USPTO. The task is: Predict which catalyst facilitates the given reaction. Product: [Cl:1][C:2]1[N:11]=[CH:10][C:9]2[N:8]([C:12]3[CH:13]=[C:14]([CH:17]=[CH:18][CH:19]=3)[C:15]#[N:16])[C:7](=[O:20])[C@@H:6]([CH2:21][F:34])[N:5]([CH:23]3[CH2:27][CH2:26][CH2:25][CH2:24]3)[C:4]=2[N:3]=1. Reactant: [Cl:1][C:2]1[N:11]=[CH:10][C:9]2[N:8]([C:12]3[CH:13]=[C:14]([CH:17]=[CH:18][CH:19]=3)[C:15]#[N:16])[C:7](=[O:20])[C@@H:6]([CH2:21]O)[N:5]([CH:23]3[CH2:27][CH2:26][CH2:25][CH2:24]3)[C:4]=2[N:3]=1.C(N(S(F)(F)[F:34])CC)C. The catalyst class is: 2.